From a dataset of Full USPTO retrosynthesis dataset with 1.9M reactions from patents (1976-2016). Predict the reactants needed to synthesize the given product. (1) Given the product [C:1]([O:5][C:6](=[O:7])[NH:8][C:9]1[CH:10]=[CH:11][C:12]([C:13](=[O:15])[NH:28][C@H:29]2[C:30]([CH3:46])([CH3:45])[C@H:31]([O:35][C:36]3[CH:43]=[CH:42][C:39]([C:40]#[N:41])=[C:38]([Cl:44])[CH:37]=3)[C:32]2([CH3:34])[CH3:33])=[CH:16][CH:17]=1)([CH3:2])([CH3:3])[CH3:4], predict the reactants needed to synthesize it. The reactants are: [C:1]([O:5][C:6]([NH:8][C:9]1[CH:17]=[CH:16][C:12]([C:13]([OH:15])=O)=[CH:11][CH:10]=1)=[O:7])([CH3:4])([CH3:3])[CH3:2].C(N(CC)C(C)C)(C)C.Cl.[NH2:28][C@H:29]1[C:32]([CH3:34])([CH3:33])[C@H:31]([O:35][C:36]2[CH:43]=[CH:42][C:39]([C:40]#[N:41])=[C:38]([Cl:44])[CH:37]=2)[C:30]1([CH3:46])[CH3:45].CN(C(ON1N=NC2C=CC=NC1=2)=[N+](C)C)C.F[P-](F)(F)(F)(F)F. (2) The reactants are: [CH:1]1([N:7]([C@H:21]2[CH2:26][CH2:25][C@H:24](OC3C=CC=CC=3)[CH2:23][CH2:22]2)[C:8](=[O:20])[NH:9][C:10]2[S:11][C:12]([S:15][CH2:16]C(O)=O)=[CH:13][N:14]=2)[CH2:6][CH2:5][CH2:4][CH2:3][CH2:2]1.C1(N[C@H]2CC[C@H]([O:47][C:48]3[CH:53]=[CH:52][CH:51]=[CH:50][N:49]=3)CC2)CCCCC1.C([O:56][C:57](=[O:67])[CH2:58]CSC1SC(N)=NC=1)C. Given the product [CH:1]1([N:7]([C@H:21]2[CH2:22][CH2:23][C@H:24]([O:47][C:48]3[CH:53]=[CH:52][CH:51]=[CH:50][N:49]=3)[CH2:25][CH2:26]2)[C:8](=[O:20])[NH:9][C:10]2[S:11][C:12]([S:15][CH2:16][CH2:58][C:57]([OH:67])=[O:56])=[CH:13][N:14]=2)[CH2:6][CH2:5][CH2:4][CH2:3][CH2:2]1, predict the reactants needed to synthesize it. (3) The reactants are: Br[C:2]1[CH:3]=[C:4]2[C:8](=[CH:9][CH:10]=1)[CH2:7][CH:6]([C:11]([O:13][CH2:14][CH3:15])=[O:12])[CH2:5]2.[C:16]1(=[O:26])[NH:20][C:19](=[O:21])[C:18]2=[CH:22][CH:23]=[CH:24][CH:25]=[C:17]12.[K]. Given the product [O:21]=[C:19]1[C:18]2[C:17](=[CH:25][CH:24]=[CH:23][CH:22]=2)[C:16](=[O:26])[N:20]1[C:2]1[CH:3]=[C:4]2[C:8](=[CH:9][CH:10]=1)[CH2:7][CH:6]([C:11]([O:13][CH2:14][CH3:15])=[O:12])[CH2:5]2, predict the reactants needed to synthesize it.